This data is from Full USPTO retrosynthesis dataset with 1.9M reactions from patents (1976-2016). The task is: Predict the reactants needed to synthesize the given product. (1) Given the product [C:40]([O:44][C:45](=[O:57])[N:46]([C:4]1[CH:9]=[CH:8][CH:7]=[C:6]([NH:10][C:11](=[O:38])[CH2:12][N:13]2[N:19]=[C:18]([CH:20]3[CH2:25][CH2:24][CH2:23][CH2:22][CH2:21]3)[C:17]3[CH:26]=[CH:27][CH:28]=[CH:29][C:16]=3[N:15]([CH2:30][C:31](=[O:36])[C:32]([CH3:35])([CH3:33])[CH3:34])[C:14]2=[O:37])[CH:5]=1)[CH2:48][CH2:49][CH3:50])([CH3:43])([CH3:42])[CH3:41], predict the reactants needed to synthesize it. The reactants are: COC(=O)[C:4]1[CH:9]=[CH:8][CH:7]=[C:6]([NH:10][C:11](=[O:38])[CH2:12][N:13]2[N:19]=[C:18]([CH:20]3[CH2:25][CH2:24][CH2:23][CH2:22][CH2:21]3)[C:17]3[CH:26]=[CH:27][CH:28]=[CH:29][C:16]=3[N:15]([CH2:30][C:31](=[O:36])[C:32]([CH3:35])([CH3:34])[CH3:33])[C:14]2=[O:37])[CH:5]=1.[C:40]([O:44][C:45](=[O:57])[N:46]([C:48]1C=C(NC)C=[C:50](N)[CH:49]=1)C)([CH3:43])([CH3:42])[CH3:41]. (2) Given the product [CH3:1][S:2][C:3]1[C:4]([CH:8]=[N:13][OH:10])=[CH:5][S:6][CH:7]=1, predict the reactants needed to synthesize it. The reactants are: [CH3:1][S:2][C:3]1[C:4]([CH:8]=O)=[CH:5][S:6][CH:7]=1.[OH-:10].[Na+].Cl.[NH2:13]O.O. (3) Given the product [Br:3][C:4]1[CH:9]=[CH:8][C:7]([C@@H:10]2[CH2:11][C@H:12]([OH:14])[CH2:13]2)=[C:6]([O:15][CH3:16])[CH:5]=1, predict the reactants needed to synthesize it. The reactants are: [BH4-].[Na+].[Br:3][C:4]1[CH:9]=[CH:8][C:7]([CH:10]2[CH2:13][C:12](=[O:14])[CH2:11]2)=[C:6]([O:15][CH3:16])[CH:5]=1.